From a dataset of Full USPTO retrosynthesis dataset with 1.9M reactions from patents (1976-2016). Predict the reactants needed to synthesize the given product. (1) Given the product [CH2:1]([O:8][C:9]1[CH:14]=[CH:13][C:12]([N:15]2[C:19]([CH3:20])=[C:18]([C:21]([NH:47][C:44]3[CH:45]=[CH:46][C:41]([O:40][C:39]([F:38])([F:48])[F:49])=[CH:42][CH:43]=3)=[O:22])[N:17]=[C:16]2[C:24]2[CH:29]=[CH:28][C:27]([Cl:30])=[CH:26][C:25]=2[Cl:31])=[CH:11][CH:10]=1)[C:2]1[CH:3]=[CH:4][CH:5]=[CH:6][CH:7]=1, predict the reactants needed to synthesize it. The reactants are: [CH2:1]([O:8][C:9]1[CH:14]=[CH:13][C:12]([N:15]2[C:19]([CH3:20])=[C:18]([C:21](O)=[O:22])[N:17]=[C:16]2[C:24]2[CH:29]=[CH:28][C:27]([Cl:30])=[CH:26][C:25]=2[Cl:31])=[CH:11][CH:10]=1)[C:2]1[CH:7]=[CH:6][CH:5]=[CH:4][CH:3]=1.C(Cl)(=O)C(Cl)=O.[F:38][C:39]([F:49])([F:48])[O:40][C:41]1[CH:46]=[CH:45][C:44]([NH2:47])=[CH:43][CH:42]=1. (2) Given the product [CH3:18][O:19][C:20]1[CH:21]=[C:22]([S:28]([N:31]2[CH:35]=[CH:34][C:33]([CH:36]=[CH:3][C:1]#[N:2])=[CH:32]2)(=[O:29])=[O:30])[CH:23]=[CH:24][C:25]=1[O:26][CH3:27], predict the reactants needed to synthesize it. The reactants are: [C:1]([CH2:3]P(=O)(OCC)OCC)#[N:2].C([O-])([O-])=O.[K+].[K+].[CH3:18][O:19][C:20]1[CH:21]=[C:22]([S:28]([N:31]2[CH:35]=[CH:34][C:33]([CH:36]=O)=[CH:32]2)(=[O:30])=[O:29])[CH:23]=[CH:24][C:25]=1[O:26][CH3:27].